From a dataset of Reaction yield outcomes from USPTO patents with 853,638 reactions. Predict the reaction yield, written as a fraction of the theoretical maximum amount of product (1.0 means a 100% yield; for example, 0.34 means a 34% yield). The reactants are [C:1]([O:7][CH2:8][CH3:9])(=O)[CH2:2][C:3]([CH3:5])=[O:4].[CH:10]1[CH:11]=[CH:12][C:13]2C(=O)C=CC(=O)[C:14]=2[CH:15]=1. The catalyst is [Cl-].[Cl-].[Zn+2].CO. The product is [OH:4][C:3]1[C:5]2[C:11](=[CH:10][CH:15]=[CH:14][CH:13]=2)[C:12]2[CH:9]=[CH:8][O:7][C:1]=2[CH:2]=1. The yield is 0.360.